Task: Predict the reaction yield, written as a fraction of the theoretical maximum amount of product (1.0 means a 100% yield; for example, 0.34 means a 34% yield).. Dataset: Reaction yield outcomes from USPTO patents with 853,638 reactions (1) The reactants are [Cl-].O[NH3+:3].[C:4](=[O:7])([O-])[OH:5].[Na+].CS(C)=O.[CH3:13][C:14]1[N:47]=[C:17]2[N:18]([CH:41]3[CH2:45][CH:44]([CH3:46])[O:43][CH2:42]3)[C:19](=[O:40])[C:20]([CH2:25][C:26]3[CH:31]=[CH:30][C:29]([C:32]4[C:33]([C:38]#[N:39])=[CH:34][CH:35]=[CH:36][CH:37]=4)=[CH:28][CH:27]=3)=[C:21]([CH2:22][CH2:23][CH3:24])[N:16]2[N:15]=1. The catalyst is C(OCC)(=O)C. The product is [CH3:13][C:14]1[N:47]=[C:17]2[N:18]([CH:41]3[CH2:45][CH:44]([CH3:46])[O:43][CH2:42]3)[C:19](=[O:40])[C:20]([CH2:25][C:26]3[CH:27]=[CH:28][C:29]([C:32]4[CH:37]=[CH:36][CH:35]=[CH:34][C:33]=4[C:38]4[NH:3][C:4](=[O:7])[O:5][N:39]=4)=[CH:30][CH:31]=3)=[C:21]([CH2:22][CH2:23][CH3:24])[N:16]2[N:15]=1. The yield is 0.670. (2) The reactants are [F:1][C:2]1[CH:3]=[C:4]([C@@H:8]2[NH:12][C@H:11]([C:13]([O:15][CH2:16][CH3:17])=[O:14])[CH2:10][CH2:9]2)[CH:5]=[N:6][CH:7]=1.[C:18](O[C:18]([O:20][C:21]([CH3:24])([CH3:23])[CH3:22])=[O:19])([O:20][C:21]([CH3:24])([CH3:23])[CH3:22])=[O:19]. The catalyst is CN(C1C=CN=CC=1)C.C(Cl)Cl. The product is [F:1][C:2]1[CH:3]=[C:4]([C@@H:8]2[N:12]([C:18]([O:20][C:21]([CH3:24])([CH3:23])[CH3:22])=[O:19])[C@H:11]([C:13]([O:15][CH2:16][CH3:17])=[O:14])[CH2:10][CH2:9]2)[CH:5]=[N:6][CH:7]=1. The yield is 0.960. (3) The reactants are [F:1][C:2]([F:7])([F:6])[C:3]([OH:5])=[O:4].[CH2:8]([N:10]([CH2:12][C:13]1[S:17][CH:16]=[C:15]([C:18]2[CH:19]=[C:20]3[C:24](=[C:25]([C:27]([NH2:29])=[O:28])[CH:26]=2)[NH:23][CH:22]=[C:21]3[CH:30]2[CH2:35][CH2:34][N:33]([S:36]([CH2:39][CH3:40])(=[O:38])=[O:37])[CH2:32][CH2:31]2)[CH:14]=1)[CH3:11])[CH3:9].CN[CH2:43][CH3:44]. No catalyst specified. The product is [F:1][C:2]([F:7])([F:6])[C:3]([OH:5])=[O:4].[CH2:8]([N:10]([CH2:12][C:13]1[S:17][CH:16]=[C:15]([C:18]2[CH:19]=[C:20]3[C:24](=[C:25]([C:27]([NH2:29])=[O:28])[CH:26]=2)[NH:23][CH:22]=[C:21]3[CH:30]2[CH2:35][CH2:34][N:33]([S:36]([CH2:39][CH3:40])(=[O:37])=[O:38])[CH2:32][CH2:31]2)[CH:14]=1)[CH3:11])[CH2:9][CH2:43][CH3:44]. The yield is 0.158. (4) The reactants are Br[C:2]1[S:3][C:4]([NH:30]C(=O)OC(C)(C)C)=[C:5]([C:7](=[O:29])[NH:8][C:9]2[CH:10]=[N:11][N:12]([CH3:28])[C:13]=2[N:14]2[CH2:20][CH2:19][CH2:18][C@@H:17]([NH:21]C(=O)C(F)(F)F)[CH2:16][CH2:15]2)[N:6]=1.[C:38]1(B2OC(C)(C)C(C)(C)O2)[CH2:44][CH2:43][CH2:42][CH2:41][CH2:40][CH:39]=1. No catalyst specified. The product is [NH2:30][C:4]1[S:3][C:2]([C:38]2=[CH:39][CH2:40][CH2:41][CH2:42][CH2:43][CH2:44]2)=[N:6][C:5]=1[C:7]([NH:8][C:9]1[CH:10]=[N:11][N:12]([CH3:28])[C:13]=1[N:14]1[CH2:20][CH2:19][CH2:18][C@@H:17]([NH2:21])[CH2:16][CH2:15]1)=[O:29]. The yield is 0.140. (5) The reactants are C([N:8]1[CH2:13][CH2:12][N:11]([CH2:14][C@@H:15]2[CH2:20][CH2:19][CH2:18][CH2:17][N:16]2[CH3:21])[CH2:10][CH2:9]1)C1C=CC=CC=1.[H][H]. The catalyst is C1COCC1.[Pd]. The product is [CH3:21][N:16]1[CH2:17][CH2:18][CH2:19][CH2:20][C@H:15]1[CH2:14][N:11]1[CH2:12][CH2:13][NH:8][CH2:9][CH2:10]1. The yield is 0.500.